From a dataset of Forward reaction prediction with 1.9M reactions from USPTO patents (1976-2016). Predict the product of the given reaction. (1) Given the reactants [CH3:1][C:2]1[N:7]=[CH:6][C:5]([O:8][CH2:9][CH2:10][CH2:11][CH2:12][S:13][C:14]2[C:23]3[C:18](=[CH:19][C:20]([C:24]([F:27])([F:26])[F:25])=[CH:21][CH:22]=3)[N:17]=[CH:16][CH:15]=2)=[CH:4][CH:3]=1.[ClH:28].O=P12OP3(OP(OP(O3)(O1)=O)(=O)O2)=O, predict the reaction product. The product is: [ClH:28].[ClH:28].[CH3:1][C:2]1[N:7]=[CH:6][C:5]([O:8][CH2:9][CH2:10][CH2:11][CH2:12][S:13][C:14]2[C:23]3[C:18](=[CH:19][C:20]([C:24]([F:25])([F:26])[F:27])=[CH:21][CH:22]=3)[N:17]=[CH:16][CH:15]=2)=[CH:4][CH:3]=1. (2) Given the reactants [N:1]1[CH:6]=[CH:5][CH:4]=[CH:3][C:2]=1[C:7]1[O:8][CH:9]=[CH:10][N:11]=1.[Li]CCCC.[C:17]1([CH2:23][CH2:24][CH2:25][CH2:26][CH2:27][CH2:28][CH:29]=[O:30])[CH:22]=[CH:21][CH:20]=[CH:19][CH:18]=1, predict the reaction product. The product is: [C:17]1([CH2:23][CH2:24][CH2:25][CH2:26][CH2:27][CH2:28][CH:29]([C:9]2[O:8][C:7]([C:2]3[CH:3]=[CH:4][CH:5]=[CH:6][N:1]=3)=[N:11][CH:10]=2)[OH:30])[CH:22]=[CH:21][CH:20]=[CH:19][CH:18]=1. (3) Given the reactants [Cl:1][C:2]1[NH:7][C:6](=[O:8])[N:5]([CH3:9])[C:4](=[O:10])[CH:3]=1.[CH3:11][O:12][C:13]1[CH:20]=[CH:19][C:16]([CH2:17]Cl)=[CH:15][CH:14]=1.C([O-])([O-])=O.[K+].[K+].CC(N(C)C)=O, predict the reaction product. The product is: [Cl:1][C:2]1[N:7]([CH2:17][C:16]2[CH:19]=[CH:20][C:13]([O:12][CH3:11])=[CH:14][CH:15]=2)[C:6](=[O:8])[N:5]([CH3:9])[C:4](=[O:10])[CH:3]=1. (4) Given the reactants [N+:1]([CH2:4][CH2:5][CH2:6][C:7]1[CH:12]=[CH:11][C:10]([CH2:13][CH2:14][CH2:15][CH2:16][CH2:17][CH2:18][CH2:19][CH3:20])=[CH:9][CH:8]=1)([O-:3])=[O:2].[C:21](=[O:24])([O-])[O-].[K+].[K+].[CH2:27]=[O:28], predict the reaction product. The product is: [N+:1]([C:4]([CH2:5][CH2:6][C:7]1[CH:8]=[CH:9][C:10]([CH2:13][CH2:14][CH2:15][CH2:16][CH2:17][CH2:18][CH2:19][CH3:20])=[CH:11][CH:12]=1)([CH2:21][OH:24])[CH2:27][OH:28])([O-:3])=[O:2].